This data is from Catalyst prediction with 721,799 reactions and 888 catalyst types from USPTO. The task is: Predict which catalyst facilitates the given reaction. (1) Reactant: CN(C1C=[CH:6][C:7]2C(C3C=CC=CC=3C([O-])=O)=C3C(C=C(N(C)C)C=C3)=[O+:10][C:8]=2C=1)C.N[CH2:31][CH2:32][CH2:33][CH2:34][CH2:35][C:36]([OH:38])=[O:37].C1CN([P+]([O:55]N2N=NC3C=CC=CC2=3)(N2CCCC2)N2CCCC2)CC1.F[P-](F)(F)(F)(F)F.CCN(C(C)C)C(C)C. Product: [CH:31]1[CH:6]=[C:7]2[C:8]([C:36]([OH:38])([OH:37])[C:35](=[O:55])[C:34]2=[CH:33][CH:32]=1)=[O:10]. The catalyst class is: 3. (2) Reactant: FC(F)(F)C(O)=O.C(OC(O[CH:16]([C:27]1[CH:32]=[C:31]([F:33])[CH:30]=[CH:29][C:28]=1[F:34])[C:17]1[N:21]([CH3:22])[C:20]2[CH:23]=[CH:24][CH:25]=[CH:26][C:19]=2[N:18]=1)=O)(C)(C)C.[Cl:35][C:36]1[CH:41]=[CH:40][C:39]([SH:42])=[CH:38][CH:37]=1.C(=O)([O-])[O-].[K+].[K+]. Product: [Cl:35][C:36]1[CH:41]=[CH:40][C:39]([S:42][CH:16]([C:27]2[CH:32]=[C:31]([F:33])[CH:30]=[CH:29][C:28]=2[F:34])[C:17]2[N:21]([CH3:22])[C:20]3[CH:23]=[CH:24][CH:25]=[CH:26][C:19]=3[N:18]=2)=[CH:38][CH:37]=1. The catalyst class is: 13. (3) Reactant: Cl.Cl[CH2:3][C:4]1[S:21][C:7]2[N:8]=[C:9]([NH2:20])[N:10]=[C:11]([C:12]3[CH:17]=[CH:16][C:15]([Cl:18])=[CH:14][C:13]=3[Cl:19])[C:6]=2[CH:5]=1.[NH3:22]. Product: [NH2:22][CH2:3][C:4]1[S:21][C:7]2[N:8]=[C:9]([NH2:20])[N:10]=[C:11]([C:12]3[CH:17]=[CH:16][C:15]([Cl:18])=[CH:14][C:13]=3[Cl:19])[C:6]=2[CH:5]=1. The catalyst class is: 5. (4) Reactant: [CH3:1][C:2]1[C:3]([O:12][CH2:13][C:14]([F:17])([F:16])[F:15])=[N:4][CH:5]=[C:6]([CH:11]=1)[C:7](OC)=[O:8].[H-].[Al+3].[Li+].[H-].[H-].[H-]. Product: [CH3:1][C:2]1[CH:11]=[C:6]([CH2:7][OH:8])[CH:5]=[N:4][C:3]=1[O:12][CH2:13][C:14]([F:17])([F:15])[F:16]. The catalyst class is: 1. (5) Reactant: Cl.Cl.N[CH2:4][CH2:5][CH2:6][CH2:7][C:8]1[CH:21]=[CH:20][C:11]([O:12][CH2:13][CH2:14][NH:15][CH2:16][C:17]([NH2:19])=[O:18])=[CH:10][CH:9]=1.CC[N:24](C(C)C)C(C)C.I.[NH2:32][C:33]1[C:34]([C:41]([NH:43][C:44](=[NH:47])SC)=[O:42])=[N:35][C:36]([Cl:40])=[C:37]([NH2:39])[N:38]=1. Product: [NH2:32][C:33]1[C:34]([C:41]([N:43]([CH2:4][CH2:5][CH2:6][CH2:7][C:8]2[CH:21]=[CH:20][C:11]([O:12][CH2:13][CH2:14][NH:15][CH2:16][C:17]([NH2:19])=[O:18])=[CH:10][CH:9]=2)[C:44]([NH2:47])=[NH:24])=[O:42])=[N:35][C:36]([Cl:40])=[C:37]([NH2:39])[N:38]=1. The catalyst class is: 8. (6) Reactant: [OH:1][CH:2]1[CH2:7][CH2:6][NH:5][CH2:4][CH2:3]1.C(N(CC)C(C)C)(C)C.Cl[C:18]([O:20][CH:21]([CH3:23])[CH3:22])=[O:19]. Product: [CH:21]([O:20][C:18]([N:5]1[CH2:6][CH2:7][CH:2]([OH:1])[CH2:3][CH2:4]1)=[O:19])([CH3:23])[CH3:22]. The catalyst class is: 4. (7) Reactant: [Cl:1][C:2]1[CH:19]=[C:18]([N+:20]([O-])=O)[CH:17]=[CH:16][C:3]=1[O:4][C:5]1[CH:6]=[C:7]([C:11]2([C:14]#[N:15])[CH2:13][CH2:12]2)[CH:8]=[CH:9][CH:10]=1.[Cl-].[Ca+2].[Cl-].C(O)C. Product: [NH2:20][C:18]1[CH:17]=[CH:16][C:3]([O:4][C:5]2[CH:6]=[C:7]([C:11]3([C:14]#[N:15])[CH2:13][CH2:12]3)[CH:8]=[CH:9][CH:10]=2)=[C:2]([Cl:1])[CH:19]=1. The catalyst class is: 6.